This data is from Reaction yield outcomes from USPTO patents with 853,638 reactions. The task is: Predict the reaction yield, written as a fraction of the theoretical maximum amount of product (1.0 means a 100% yield; for example, 0.34 means a 34% yield). (1) The reactants are [N+:1]([C:4]1[CH:18]=[CH:17][C:7]2[CH2:8][CH2:9][N:10]([C:13]([O:15][CH3:16])=[O:14])[CH2:11][CH2:12][C:6]=2[CH:5]=1)([O-])=O.C(OC)(C)(C)C. The catalyst is [Pd].C(O)C. The product is [NH2:1][C:4]1[CH:18]=[CH:17][C:7]2[CH2:8][CH2:9][N:10]([C:13]([O:15][CH3:16])=[O:14])[CH2:11][CH2:12][C:6]=2[CH:5]=1. The yield is 1.00. (2) The reactants are [CH3:1][N:2]1[C:10]2[C:5](=[CH:6][C:7](B3OC(C)(C)C(C)(C)O3)=[CH:8][CH:9]=2)[CH:4]=[CH:3]1.Br[C:21]1[CH:22]=[C:23]([CH:25]=[CH:26][CH:27]=1)[NH2:24].[O-]P([O-])([O-])=O.[K+].[K+].[K+].C1(P(C2CCCCC2)C2CCCCC2)CCCCC1. The catalyst is O1CCOCC1.C1C=CC(/C=C/C(/C=C/C2C=CC=CC=2)=O)=CC=1.C1C=CC(/C=C/C(/C=C/C2C=CC=CC=2)=O)=CC=1.C1C=CC(/C=C/C(/C=C/C2C=CC=CC=2)=O)=CC=1.[Pd].[Pd]. The product is [CH3:1][N:2]1[C:10]2[C:5](=[CH:6][C:7]([C:21]3[CH:22]=[C:23]([NH2:24])[CH:25]=[CH:26][CH:27]=3)=[CH:8][CH:9]=2)[CH:4]=[CH:3]1. The yield is 0.460. (3) The reactants are [H-].[Na+].[CH3:3][O:4][C:5](=[O:11])[C:6]([CH3:10])([CH3:9])[CH2:7][OH:8].[CH2:12](OS(C1C=CC(C)=CC=1)(=O)=O)[CH3:13]. The catalyst is CN(C)C=O.O.CCCCCC. The product is [CH3:3][O:4][C:5](=[O:11])[C:6]([CH3:10])([CH3:9])[CH2:7][O:8][CH2:12][CH3:13]. The yield is 0.340.